Dataset: Reaction yield outcomes from USPTO patents with 853,638 reactions. Task: Predict the reaction yield, written as a fraction of the theoretical maximum amount of product (1.0 means a 100% yield; for example, 0.34 means a 34% yield). (1) The reactants are C([O-])([O-])=O.[Na+].[Na+].[CH:7]([S:10]([C:13]1[CH:18]=[CH:17][C:16]([C:19]2[N:20]=[C:21]3[C:27]([C:28]4[O:32][N:31]=[C:30]([C:33]5[CH:38]=[CH:37][CH:36]=[CH:35][CH:34]=5)[CH:29]=4)=[CH:26][N:25](S(C4C=CC(C)=CC=4)(=O)=O)[C:22]3=[N:23][CH:24]=2)=[CH:15][CH:14]=1)(=[O:12])=[O:11])([CH3:9])[CH3:8]. The yield is 0.670. The catalyst is C1COCC1. The product is [CH:7]([S:10]([C:13]1[CH:14]=[CH:15][C:16]([C:19]2[N:20]=[C:21]3[C:27]([C:28]4[O:32][N:31]=[C:30]([C:33]5[CH:38]=[CH:37][CH:36]=[CH:35][CH:34]=5)[CH:29]=4)=[CH:26][NH:25][C:22]3=[N:23][CH:24]=2)=[CH:17][CH:18]=1)(=[O:11])=[O:12])([CH3:9])[CH3:8]. (2) The reactants are [CH2:1]([N:3]([C@@H:10]1[CH2:14][CH2:13][NH:12][CH2:11]1)[C:4]1[N:9]=[CH:8][CH:7]=[CH:6][N:5]=1)C.[F:15][C:16]1[CH:24]=[CH:23][C:22]([CH:25]=[O:26])=[CH:21][C:17]=1[C:18](O)=[O:19].F[P-](F)(F)(F)(F)F.N1(OC(N(C)C)=[N+](C)C)C2C=CC=CC=2N=N1.C(N(CC)C(C)C)(C)C. No catalyst specified. The product is [CH3:1][N:3]([C:4]1[N:9]=[CH:8][CH:7]=[CH:6][N:5]=1)[C@@H:10]1[CH2:14][CH2:13][N:12]([C:18]([C:17]2[CH:21]=[C:22]([CH:23]=[CH:24][C:16]=2[F:15])[CH:25]=[O:26])=[O:19])[CH2:11]1. The yield is 0.510. (3) The reactants are [CH3:1][O:2][CH2:3][CH2:4][N:5]([CH3:20])[C:6]1[CH:7]=[CH:8][C:9]2[O:13][C:12]([C:14](OC)=[O:15])=[C:11]([CH3:18])[C:10]=2[CH:19]=1.[H-].[Al+3].[Li+].[H-].[H-].[H-].C[N+]1([O-])CCOCC1. The catalyst is O1CCCC1.C(#N)C.[Ru]([O-])(=O)(=O)=O.C([N+](CCC)(CCC)CCC)CC. The product is [CH3:1][O:2][CH2:3][CH2:4][N:5]([CH3:20])[C:6]1[CH:7]=[CH:8][C:9]2[O:13][C:12]([CH:14]=[O:15])=[C:11]([CH3:18])[C:10]=2[CH:19]=1. The yield is 0.0300. (4) The reactants are [H-].[Na+].[CH:3]1([S:6]([NH2:9])(=[O:8])=[O:7])[CH2:5][CH2:4]1.[CH2:10]([C@H:17]1[CH2:21][O:20][C:19](=[O:22])[N:18]1[C:23]1[CH:24]=[C:25]([CH:29]2[C:38]([CH3:40])([CH3:39])[CH2:37][C:36]3[C:31](=[CH:32][CH:33]=[C:34]([C:41](O)=[O:42])[CH:35]=3)[NH:30]2)[CH:26]=[CH:27][CH:28]=1)[C:11]1[CH:16]=[CH:15][CH:14]=[CH:13][CH:12]=1.C(N1C=CN=C1)(N1C=CN=C1)=O.CS(N)(=O)=O. The catalyst is CN(C)C=O. The product is [CH2:10]([C@H:17]1[CH2:21][O:20][C:19](=[O:22])[N:18]1[C:23]1[CH:24]=[C:25]([CH:29]2[C:38]([CH3:40])([CH3:39])[CH2:37][C:36]3[C:31](=[CH:32][CH:33]=[C:34]([C:41]([NH:9][S:6]([CH:3]4[CH2:5][CH2:4]4)(=[O:8])=[O:7])=[O:42])[CH:35]=3)[NH:30]2)[CH:26]=[CH:27][CH:28]=1)[C:11]1[CH:16]=[CH:15][CH:14]=[CH:13][CH:12]=1. The yield is 0.200.